This data is from Forward reaction prediction with 1.9M reactions from USPTO patents (1976-2016). The task is: Predict the product of the given reaction. Given the reactants [CH:1]([N:14]1[CH2:19][CH2:18][N:17]([C:20]([C@@H:22]2[CH2:24][C@H:23]2[C:25](O)=[O:26])=[O:21])[CH2:16][CH2:15]1)([C:8]1[CH:13]=[CH:12][CH:11]=[CH:10][CH:9]=1)[C:2]1[CH:7]=[CH:6][CH:5]=[CH:4][CH:3]=1.[C:28]([NH2:32])([CH3:31])([CH3:30])[CH3:29].C(N=C=NCCCN(C)C)C, predict the reaction product. The product is: [CH:1]([N:14]1[CH2:15][CH2:16][N:17]([C:20]([C@@H:22]2[CH2:24][C@H:23]2[C:25]([NH:32][C:28]([CH3:31])([CH3:30])[CH3:29])=[O:26])=[O:21])[CH2:18][CH2:19]1)([C:2]1[CH:7]=[CH:6][CH:5]=[CH:4][CH:3]=1)[C:8]1[CH:9]=[CH:10][CH:11]=[CH:12][CH:13]=1.